This data is from Catalyst prediction with 721,799 reactions and 888 catalyst types from USPTO. The task is: Predict which catalyst facilitates the given reaction. (1) Reactant: [OH:1][C:2]1[CH:7]=[CH:6][C:5]([C@H:8](/[CH:15]=[CH:16]\[CH3:17])[C@H:9]([CH3:14])[C:10]([O:12]C)=[O:11])=[CH:4][CH:3]=1.Cl[CH2:19][C:20]1[CH:21]=[CH:22][C:23]([C:35]([CH3:38])([CH3:37])[CH3:36])=[C:24]([C:26]2[CH:31]=[C:30]([O:32][CH3:33])[CH:29]=[CH:28][C:27]=2[F:34])[CH:25]=1.C(=O)([O-])[O-].[Cs+].[Cs+].[OH-].[Li+]. Product: [CH3:38][C:35]([C:23]1[C:24]([C:26]2[CH:31]=[C:30]([O:32][CH3:33])[CH:29]=[CH:28][C:27]=2[F:34])=[CH:25][C:20]([CH2:19][O:1][C:2]2[CH:7]=[CH:6][C:5]([C@H:8](/[CH:15]=[CH:16]\[CH3:17])[C@H:9]([CH3:14])[C:10]([OH:12])=[O:11])=[CH:4][CH:3]=2)=[CH:21][CH:22]=1)([CH3:36])[CH3:37]. The catalyst class is: 16. (2) Reactant: [CH:1]1[C:6]([C@H:7]2[N:11]([C:12]3[CH:13]=[CH:14][C:15]([F:18])=[CH:16][CH:17]=3)[C:9](=[O:10])[C@@H:8]2[CH2:19][CH2:20][C@H:21]([OH:29])[C:22]2[CH:23]=[CH:24][C:25]([F:28])=[CH:26][CH:27]=2)=[CH:5][CH:4]=[C:3]([OH:30])[CH:2]=1.C(O)(C)(C)C. Product: [CH:5]1[C:6]([C@H:7]2[N:11]([C:12]3[CH:13]=[CH:14][C:15]([F:18])=[CH:16][CH:17]=3)[C:9](=[O:10])[C@@H:8]2[CH2:19][CH2:20][C@H:21]([OH:29])[C:22]2[CH:23]=[CH:24][C:25]([F:28])=[CH:26][CH:27]=2)=[CH:1][CH:2]=[C:3]([OH:30])[CH:4]=1. The catalyst class is: 6. (3) Reactant: B(Br)(Br)Br.C[O:6][C:7]1[CH:8]=[C:9]([C:13]2[CH:18]=[CH:17][C:16]([C:19]([O:21]C)=[O:20])=[CH:15][CH:14]=2)[CH:10]=[CH:11][CH:12]=1.O. Product: [OH:6][C:7]1[CH:8]=[C:9]([C:13]2[CH:18]=[CH:17][C:16]([C:19]([OH:21])=[O:20])=[CH:15][CH:14]=2)[CH:10]=[CH:11][CH:12]=1. The catalyst class is: 4. (4) Reactant: [CH2:1]([O:8][C:9]1[CH:10]=[C:11]([CH:27]=[CH:28][CH:29]=1)[CH2:12][O:13][C:14]1[C:19]2[CH:20]=[C:21]([C:23](=[O:25])[CH3:24])[O:22][C:18]=2[CH:17]=[C:16]([OH:26])[CH:15]=1)[C:2]1[CH:7]=[CH:6][CH:5]=[CH:4][CH:3]=1.[CH2:30](N(CC)CC)C.Cl[Si:38]([CH3:46])([CH3:45])[C:39]1[CH:44]=CC=C[CH:40]=1. Product: [CH2:1]([O:8][C:9]1[CH:10]=[C:11]([CH:27]=[CH:28][CH:29]=1)[CH2:12][O:13][C:14]1[C:19]2[CH:20]=[C:21]([C:23](=[O:25])[CH3:24])[O:22][C:18]=2[CH:17]=[C:16]([O:26][Si:38]([C:39]([CH3:30])([CH3:44])[CH3:40])([CH3:46])[CH3:45])[CH:15]=1)[C:2]1[CH:3]=[CH:4][CH:5]=[CH:6][CH:7]=1. The catalyst class is: 4.